From a dataset of Full USPTO retrosynthesis dataset with 1.9M reactions from patents (1976-2016). Predict the reactants needed to synthesize the given product. Given the product [F:22][C:23]1[CH:28]=[C:27]([F:29])[CH:26]=[CH:25][C:24]=1[S:30]([NH:1][CH:2]1[CH2:3][CH2:4][N:5]([C:8]([O:10][C:11]([CH3:14])([CH3:13])[CH3:12])=[O:9])[CH2:6][CH2:7]1)(=[O:32])=[O:31], predict the reactants needed to synthesize it. The reactants are: [NH2:1][CH:2]1[CH2:7][CH2:6][N:5]([C:8]([O:10][C:11]([CH3:14])([CH3:13])[CH3:12])=[O:9])[CH2:4][CH2:3]1.C(N(CC)CC)C.[F:22][C:23]1[CH:28]=[C:27]([F:29])[CH:26]=[CH:25][C:24]=1[S:30](Cl)(=[O:32])=[O:31].